This data is from Forward reaction prediction with 1.9M reactions from USPTO patents (1976-2016). The task is: Predict the product of the given reaction. (1) The product is: [C:12]([O:11][C:9]([N:38]1[C:37](=[O:39])[CH2:36][O:35][CH2:34][C@@H:33]1[C@H:31]([O:30][CH2:23][C:24]1[CH:29]=[CH:28][CH:27]=[CH:26][CH:25]=1)[CH3:32])=[O:10])([CH3:13])([CH3:14])[CH3:15]. Given the reactants [C:9](O[C:9]([O:11][C:12]([CH3:15])([CH3:14])[CH3:13])=[O:10])([O:11][C:12]([CH3:15])([CH3:14])[CH3:13])=[O:10].C(N(CC)CC)C.[CH2:23]([O:30][C@@H:31]([C@@H:33]1[NH:38][C:37](=[O:39])[CH2:36][O:35][CH2:34]1)[CH3:32])[C:24]1[CH:29]=[CH:28][CH:27]=[CH:26][CH:25]=1.N1C=CN=C1, predict the reaction product. (2) The product is: [F:42][C:38]1[C:37]([C:2]2[N:3]=[C:4]([N:20]3[CH2:25][CH2:24][O:23][CH2:22][CH2:21]3)[C:5]3[N:11]=[C:10]([CH2:12][N:13]([CH3:19])[CH2:14][C:15]([CH3:18])([OH:17])[CH3:16])[CH:9]=[CH:8][C:6]=3[N:7]=2)=[C:36]2[C:41](=[CH:40][CH:39]=1)[NH:33][CH:34]=[CH:35]2. Given the reactants Cl[C:2]1[N:3]=[C:4]([N:20]2[CH2:25][CH2:24][O:23][CH2:22][CH2:21]2)[C:5]2[N:11]=[C:10]([CH2:12][N:13]([CH3:19])[CH2:14][C:15]([CH3:18])([OH:17])[CH3:16])[CH:9]=[CH:8][C:6]=2[N:7]=1.[Si]([N:33]1[C:41]2[C:36](=[C:37](B3OC(C)(C)C(C)(C)O3)[C:38]([F:42])=[CH:39][CH:40]=2)[CH:35]=[CH:34]1)(C(C)(C)C)(C)C, predict the reaction product.